This data is from Catalyst prediction with 721,799 reactions and 888 catalyst types from USPTO. The task is: Predict which catalyst facilitates the given reaction. (1) Reactant: [C-:1]#[N:2].[K+].C(O)CO.O.C(=O)=O.[S:12]1[C:16]2[CH:17]=[C:18]([CH2:21]O)[CH:19]=[CH:20][C:15]=2[N:14]=[CH:13]1. The catalyst class is: 136. Product: [S:12]1[C:16]2[CH:17]=[C:18]([CH2:21][C:1]#[N:2])[CH:19]=[CH:20][C:15]=2[N:14]=[CH:13]1. (2) Reactant: [Br:1][C:2]1[CH:9]=[CH:8][C:7]([CH2:10]O)=[CH:6][C:3]=1[C:4]#[N:5].P(Br)(Br)[Br:13]. Product: [Br:1][C:2]1[CH:9]=[CH:8][C:7]([CH2:10][Br:13])=[CH:6][C:3]=1[C:4]#[N:5]. The catalyst class is: 2. (3) Reactant: [S:1]1[C:5]2[CH:6]=[CH:7][CH:8]=[CH:9][C:4]=2[C:3]([CH2:10][N:11]2[C:15]3[CH:16]=[CH:17][C:18]([O:20][CH3:21])=[CH:19][C:14]=3[N:13]=[C:12]2[SH:22])=[CH:2]1.C(=O)([O-])[O-].[K+].[K+].[CH2:29]([O:31][C:32](=[O:37])[CH2:33][CH2:34][CH2:35]Br)[CH3:30]. Product: [CH2:29]([O:31][C:32](=[O:37])[CH2:33][CH2:34][CH2:35][S:22][C:12]1[N:11]([CH2:10][C:3]2[C:4]3[CH:9]=[CH:8][CH:7]=[CH:6][C:5]=3[S:1][CH:2]=2)[C:15]2[CH:16]=[CH:17][C:18]([O:20][CH3:21])=[CH:19][C:14]=2[N:13]=1)[CH3:30]. The catalyst class is: 9.